This data is from Full USPTO retrosynthesis dataset with 1.9M reactions from patents (1976-2016). The task is: Predict the reactants needed to synthesize the given product. (1) Given the product [Cl:20][C:17]1[CH:18]=[CH:19][C:14]([C@@H:9]([O:8][C:6]2[N:5]=[C:4]([S:27]([CH3:30])(=[O:29])=[O:28])[N:3]=[C:2]([N:38]3[CH2:37][CH2:36][C:35]4([CH2:31][N:32]([C:46]([O:48][CH2:49][C:50]5[CH:51]=[CH:52][CH:53]=[CH:54][CH:55]=5)=[O:47])[C@H:33]([C:41]([O:43][CH2:44][CH3:45])=[O:42])[CH2:34]4)[CH2:40][CH2:39]3)[CH:7]=2)[C:10]([F:12])([F:13])[F:11])=[C:15]([N:21]2[CH:25]=[CH:24][C:23]([CH3:26])=[N:22]2)[CH:16]=1, predict the reactants needed to synthesize it. The reactants are: Cl[C:2]1[CH:7]=[C:6]([O:8][C@H:9]([C:14]2[CH:19]=[CH:18][C:17]([Cl:20])=[CH:16][C:15]=2[N:21]2[CH:25]=[CH:24][C:23]([CH3:26])=[N:22]2)[C:10]([F:13])([F:12])[F:11])[N:5]=[C:4]([S:27]([CH3:30])(=[O:29])=[O:28])[N:3]=1.[CH2:31]1[C:35]2([CH2:40][CH2:39][NH:38][CH2:37][CH2:36]2)[CH2:34][CH:33]([C:41]([O:43][CH2:44][CH3:45])=[O:42])[N:32]1[C:46]([O:48][CH2:49][C:50]1[CH:55]=[CH:54][CH:53]=[CH:52][CH:51]=1)=[O:47].C([O-])([O-])=O.[Cs+].[Cs+]. (2) Given the product [CH3:7][N:14]1[C:22]2=[N:21][CH:20]=[CH:19][CH:18]=[C:17]2[CH:16]=[C:15]1[Si:23]([CH2:28][CH3:29])([CH2:26][CH3:27])[CH2:24][CH3:25], predict the reactants needed to synthesize it. The reactants are: CC([O-])(C)C.[K+].[CH2:7]([N:14]1[C:22]2[C:17](=[CH:18][CH:19]=[CH:20][N:21]=2)[CH:16]=[CH:15]1)C1C=CC=CC=1.[SiH:23]([CH2:28][CH3:29])([CH2:26][CH3:27])[CH2:24][CH3:25].C1COCC1. (3) Given the product [CH2:3]([O:10][C:11]1[CH:16]=[C:15]([Br:17])[CH:14]=[C:13]([N+:18]([O-:20])=[O:19])[C:12]=1[N:21]([CH2:26][CH2:27][O:28][CH3:29])[C:22](=[O:24])[CH3:23])[C:4]1[CH:5]=[CH:6][CH:7]=[CH:8][CH:9]=1, predict the reactants needed to synthesize it. The reactants are: [H-].[Na+].[CH2:3]([O:10][C:11]1[CH:16]=[C:15]([Br:17])[CH:14]=[C:13]([N+:18]([O-:20])=[O:19])[C:12]=1[NH:21][C:22](=[O:24])[CH3:23])[C:4]1[CH:9]=[CH:8][CH:7]=[CH:6][CH:5]=1.Br[CH2:26][CH2:27][O:28][CH3:29]. (4) Given the product [OH:25][C:4]1[CH:5]=[CH:6][CH:7]=[CH:8][C:3]=1[CH:2]=[CH:21][C:20]1[CH:23]=[CH:24][C:17]([N:9]([C:6]2[CH:7]=[CH:8][C:3]([CH3:2])=[CH:4][CH:5]=2)[C:10]2[CH:15]=[CH:14][C:13]([CH3:16])=[CH:12][CH:11]=2)=[CH:18][CH:19]=1, predict the reactants needed to synthesize it. The reactants are: [K].[CH3:2][C:3]1[CH:8]=[CH:7][C:6]([N:9]([C:17]2[CH:24]=[CH:23][C:20]([CH:21]=O)=[CH:19][CH:18]=2)[C:10]2[CH:15]=[CH:14][C:13]([CH3:16])=[CH:12][CH:11]=2)=[CH:5][CH:4]=1.[OH2:25].Cl.